Dataset: Full USPTO retrosynthesis dataset with 1.9M reactions from patents (1976-2016). Task: Predict the reactants needed to synthesize the given product. (1) Given the product [C:1]([NH:8][C@H:9]([C:24]([OH:26])=[O:25])[CH2:10][CH2:11][CH2:12][NH:13][C:14]([C:30]([F:37])([F:36])[F:29])=[O:15])([O:3][C:4]([CH3:7])([CH3:6])[CH3:5])=[O:2], predict the reactants needed to synthesize it. The reactants are: [C:1]([NH:8][C@H:9]([C:24]([OH:26])=[O:25])[CH2:10][CH2:11][CH2:12][NH:13][C:14](OCC1C=CC=CC=1)=[O:15])([O:3][C:4]([CH3:7])([CH3:6])[CH3:5])=[O:2].[H][H].[F:29][C:30]([F:37])([F:36])C(OCC)=O.CCN(CC)CC. (2) Given the product [CH3:1][C:2]1[CH:3]=[C:4]([C:30]2[CH:31]=[CH:32][C:33]([N+:36]([O-:38])=[O:37])=[CH:34][CH:35]=2)[CH:5]=[CH:6][C:7]=1[C:8](=[O:29])[CH2:9][CH:10]([CH2:21][CH2:22][C:23]1[CH:28]=[CH:27][CH:26]=[CH:25][CH:24]=1)[C:11]([O:13][CH2:14][CH3:15])=[O:12], predict the reactants needed to synthesize it. The reactants are: [CH3:1][C:2]1[CH:3]=[C:4]([C:30]2[CH:35]=[CH:34][C:33]([N+:36]([O-:38])=[O:37])=[CH:32][CH:31]=2)[CH:5]=[CH:6][C:7]=1[C:8](=[O:29])[CH2:9][C:10]([CH2:21][CH2:22][C:23]1[CH:28]=[CH:27][CH:26]=[CH:25][CH:24]=1)(C(OCC)=O)[C:11]([O:13][CH2:14][CH3:15])=[O:12].[OH-].[Na+].C(O)C. (3) Given the product [CH2:12]([O:8][CH2:7][CH2:6][CH2:5][N:4]([CH3:9])[CH3:3])[CH:11]=[CH2:10], predict the reactants needed to synthesize it. The reactants are: [H-].[Na+].[CH3:3][N:4]([CH3:9])[CH2:5][CH2:6][CH2:7][OH:8].[CH2:10](Br)[CH:11]=[CH2:12]. (4) Given the product [CH3:1][S:2]([C:3]1[N:8]=[C:7]([C:9]2[N:13]3[CH:14]=[CH:15][CH:16]=[C:17]([C:18]([OH:21])([CH3:19])[CH3:20])[C:12]3=[N:11][CH:10]=2)[CH:6]=[CH:5][N:4]=1)=[O:30], predict the reactants needed to synthesize it. The reactants are: [CH3:1][S:2][C:3]1[N:8]=[C:7]([C:9]2[N:13]3[CH:14]=[CH:15][CH:16]=[C:17]([C:18]([OH:21])([CH3:20])[CH3:19])[C:12]3=[N:11][CH:10]=2)[CH:6]=[CH:5][N:4]=1.C1C=C(Cl)C=C(C(OO)=[O:30])C=1. (5) Given the product [CH:10]1[CH:9]=[CH:8][C:7]2[N:3]([OH:2])[N:4]=[N:5][C:6]=2[CH:11]=1, predict the reactants needed to synthesize it. The reactants are: O.[OH:2][N:3]1[C:7]2[CH:8]=[CH:9][CH:10]=[CH:11][C:6]=2[N:5]=[N:4]1. (6) Given the product [N:26]1[CH:31]=[CH:30][CH:29]=[C:28]([C:32]2[CH:36]=[C:35]([C:37]([F:40])([F:38])[F:39])[N:34]([C:41]3[CH:42]=[CH:43][C:44]([NH2:47])=[N:45][CH:46]=3)[N:33]=2)[CH:27]=1.[CH3:1][NH:2][S:3]([C:6]1[CH:7]=[C:8]([CH:12]=[CH:13][CH:14]=1)[C:9]([NH:47][C:44]1[CH:43]=[CH:42][C:41]([N:34]2[C:35]([C:37]([F:39])([F:40])[F:38])=[CH:36][C:32]([C:28]3[CH:27]=[N:26][CH:31]=[CH:30][CH:29]=3)=[N:33]2)=[CH:46][N:45]=1)=[O:11])(=[O:4])=[O:5], predict the reactants needed to synthesize it. The reactants are: [CH3:1][NH:2][S:3]([C:6]1[CH:7]=[C:8]([CH:12]=[CH:13][CH:14]=1)[C:9]([OH:11])=O)(=[O:5])=[O:4].C(Cl)(=O)C(Cl)=O.CN(C)C=O.[N:26]1[CH:31]=[CH:30][CH:29]=[C:28]([C:32]2[CH:36]=[C:35]([C:37]([F:40])([F:39])[F:38])[N:34]([C:41]3[CH:42]=[CH:43][C:44]([NH2:47])=[N:45][CH:46]=3)[N:33]=2)[CH:27]=1. (7) Given the product [Cl:1][C:2]1[CH:3]=[CH:4][CH:5]=[C:6]2[C:11]=1[CH:10]([OH:12])[CH2:9][CH2:8][CH2:7]2, predict the reactants needed to synthesize it. The reactants are: [Cl:1][C:2]1[CH:3]=[CH:4][CH:5]=[C:6]2[C:11]=1[C:10](=[O:12])[CH2:9][CH2:8][CH2:7]2.[BH4-].[Na+].